This data is from Full USPTO retrosynthesis dataset with 1.9M reactions from patents (1976-2016). The task is: Predict the reactants needed to synthesize the given product. (1) Given the product [S:1]1[C:5]2[CH:6]=[CH:7][CH:8]=[CH:9][C:4]=2[N:3]=[C:2]1[NH:10][C:11]([N:13]1[CH2:18][CH2:17][O:16][C:15]2[CH:19]=[CH:20][C:21]([C:23]3[S:24][C:25]([N:33]([CH3:43])[CH2:34][CH2:35][O:36][C:37]4[CH:38]=[CH:39][CH:40]=[CH:41][CH:42]=4)=[C:26]([C:28]([OH:30])=[O:29])[N:27]=3)=[CH:22][C:14]1=2)=[O:12], predict the reactants needed to synthesize it. The reactants are: [S:1]1[C:5]2[CH:6]=[CH:7][CH:8]=[CH:9][C:4]=2[N:3]=[C:2]1[NH:10][C:11]([N:13]1[CH2:18][CH2:17][O:16][C:15]2[CH:19]=[CH:20][C:21]([C:23]3[S:24][C:25]([N:33]([CH3:43])[CH2:34][CH2:35][O:36][C:37]4[CH:42]=[CH:41][CH:40]=[CH:39][CH:38]=4)=[C:26]([C:28]([O:30]CC)=[O:29])[N:27]=3)=[CH:22][C:14]1=2)=[O:12].[OH-].[K+].CO. (2) Given the product [CH3:1][O:2][C:3](=[O:15])[CH2:4][O:5][C:6]1[CH:11]=[CH:10][C:9]([Cl:12])=[CH:8][C:7]=1[CH2:13][Br:17], predict the reactants needed to synthesize it. The reactants are: [CH3:1][O:2][C:3](=[O:15])[CH2:4][O:5][C:6]1[CH:11]=[CH:10][C:9]([Cl:12])=[CH:8][C:7]=1[CH2:13]O.P(Br)(Br)[Br:17]. (3) Given the product [Cl:33][C:29]1[CH:28]=[C:27]([CH:32]=[CH:31][CH:30]=1)[NH:26][C:20]1[C:19]2[C:24](=[CH:25][C:16]([O:15][CH2:14][CH:11]3[CH2:12][CH2:13][N:8]([CH3:6])[CH2:9][CH2:10]3)=[CH:17][C:18]=2[O:34][CH:35]2[CH2:36][CH2:37][N:38]([CH3:41])[CH2:39][CH2:40]2)[N:23]=[CH:22][N:21]=1, predict the reactants needed to synthesize it. The reactants are: C(O[C:6]([N:8]1[CH2:13][CH2:12][CH:11]([CH2:14][O:15][C:16]2[CH:25]=[C:24]3[C:19]([C:20]([NH:26][C:27]4[CH:32]=[CH:31][CH:30]=[C:29]([Cl:33])[CH:28]=4)=[N:21][CH:22]=[N:23]3)=[C:18]([O:34][CH:35]3[CH2:40][CH2:39][N:38]([CH3:41])[CH2:37][CH2:36]3)[CH:17]=2)[CH2:10][CH2:9]1)=O)(C)(C)C.C=O.N. (4) Given the product [CH:1]1([CH2:4][CH2:5][NH:6][C:7]([C:9]2[N:10]=[N:11][C:12]([N:45]3[CH2:46][CH2:47][CH:42]([N:35]4[C:36]5[C:41](=[CH:40][CH:39]=[CH:38][CH:37]=5)[C:33]([F:32])([F:49])[C:34]4=[O:48])[CH2:43][CH2:44]3)=[CH:13][CH:14]=2)=[O:8])[CH2:3][CH2:2]1, predict the reactants needed to synthesize it. The reactants are: [CH:1]1([CH2:4][CH2:5][NH:6][C:7]([C:9]2[N:10]=[N:11][C:12](Cl)=[CH:13][CH:14]=2)=[O:8])[CH2:3][CH2:2]1.C1(C(C)CNC(C2N=NC(Cl)=CC=2)=O)CC1.[F:32][C:33]1([F:49])[C:41]2[C:36](=[CH:37][CH:38]=[CH:39][CH:40]=2)[N:35]([CH:42]2[CH2:47][CH2:46][NH:45][CH2:44][CH2:43]2)[C:34]1=[O:48]. (5) The reactants are: [C:1]([N:5]([CH2:13][CH2:14][C:15]#[C:16][C:17]1[S:18][CH:19]=[CH:20][CH:21]=1)[C:6](=[O:12])[C:7]([O:9]CC)=[O:8])([CH3:4])([CH3:3])[CH3:2].[OH-].[K+].Cl. Given the product [C:1]([N:5]([CH2:13][CH2:14][C:15]#[C:16][C:17]1[S:18][CH:19]=[CH:20][CH:21]=1)[C:6](=[O:12])[C:7]([OH:9])=[O:8])([CH3:4])([CH3:2])[CH3:3], predict the reactants needed to synthesize it. (6) Given the product [CH2:27]([NH:26][CH2:19][C:20]1[CH:25]=[CH:24][CH:23]=[CH:22][CH:21]=1)[C:28]1[CH:33]=[CH:32][CH:31]=[CH:30][CH:29]=1.[F:1][C:2]1[CH:7]=[C:6]([CH:8]([CH3:12])[C:9]([OH:11])=[O:10])[CH:5]=[CH:4][C:3]=1[C:13]1[CH:14]=[CH:15][CH:16]=[CH:17][CH:18]=1, predict the reactants needed to synthesize it. The reactants are: [F:1][C:2]1[CH:7]=[C:6]([CH:8]([CH3:12])[C:9]([OH:11])=[O:10])[CH:5]=[CH:4][C:3]=1[C:13]1[CH:18]=[CH:17][CH:16]=[CH:15][CH:14]=1.[CH2:19]([NH:26][CH2:27][C:28]1[CH:33]=[CH:32][CH:31]=[CH:30][CH:29]=1)[C:20]1[CH:25]=[CH:24][CH:23]=[CH:22][CH:21]=1. (7) Given the product [ClH:16].[CH2:1]([N:5]1[C:13]2[C:12](=[O:14])[N:11]([CH3:15])[C:10]([O:32][C:33]3[CH:41]=[CH:40][CH:39]=[CH:38][C:34]=3[C:35]([NH2:37])=[O:36])=[N:9][C:8]=2[N:7]=[C:6]1[N:17]1[CH2:22][CH2:21][CH2:20][CH:19]([NH:23][CH3:31])[CH2:18]1)[C:2]#[C:3][CH3:4], predict the reactants needed to synthesize it. The reactants are: [CH2:1]([N:5]1[C:13]2[C:12](=[O:14])[N:11]([CH3:15])[C:10]([Cl:16])=[N:9][C:8]=2[N:7]=[C:6]1[N:17]1[CH2:22][CH2:21][CH2:20][CH:19]([N:23]([CH3:31])C(=O)OC(C)(C)C)[CH2:18]1)[C:2]#[C:3][CH3:4].[OH:32][C:33]1[CH:41]=[CH:40][CH:39]=[CH:38][C:34]=1[C:35]([NH2:37])=[O:36].C(=O)([O-])[O-].[K+].[K+].Cl.NC1CCCN(C2N(CC#CC)C3C(=O)N(CC4C=CC=CC=4C#N)C(C#N)=NC=3N=2)C1.